Predict the product of the given reaction. From a dataset of Forward reaction prediction with 1.9M reactions from USPTO patents (1976-2016). (1) Given the reactants Br[C:2]1[CH:3]=[C:4]([CH:8]([C:17]2[CH:22]=[CH:21][CH:20]=[C:19]([Cl:23])[CH:18]=2)[O:9][CH2:10][CH2:11][NH:12][C:13](=[O:16])[O:14][CH3:15])[CH:5]=[CH:6][CH:7]=1.CCN(CC)CC.[C]=O, predict the reaction product. The product is: [Cl:23][C:19]1[CH:18]=[C:17]([CH:8]([O:9][CH2:10][CH2:11][NH:12][C:13]([O:14][CH3:15])=[O:16])[C:4]2[CH:3]=[C:2]([CH:7]=[CH:6][CH:5]=2)[C:13]([O:14][CH3:15])=[O:16])[CH:22]=[CH:21][CH:20]=1. (2) Given the reactants [CH3:1][OH:2].O=S(Cl)Cl.[Br:7][C:8]1[C:9]([NH:21][C:22]2[CH:26]=[C:25]([CH:27]3[CH2:29][CH2:28]3)[NH:24][N:23]=2)=[N:10][C:11]([C:14]2[S:18][C:17](C#N)=[CH:16][CH:15]=2)=[N:12][CH:13]=1.[OH-:30].[Na+], predict the reaction product. The product is: [Br:7][C:8]1[C:9]([NH:21][C:22]2[CH:26]=[C:25]([CH:27]3[CH2:29][CH2:28]3)[NH:24][N:23]=2)=[N:10][C:11]([C:14]2[S:18][C:17]([C:1]([OH:30])=[O:2])=[CH:16][CH:15]=2)=[N:12][CH:13]=1. (3) Given the reactants [CH3:1][N:2]1[CH:7]=[C:6](B2OC(C)(C)C(C)(C)O2)[CH:5]=[C:4]([NH:17][C:18]2[CH:23]=[CH:22][C:21]([N:24]3[CH2:29][CH2:28][N:27]([CH:30]4[CH2:33][O:32][CH2:31]4)[CH2:26][C@H:25]3[CH3:34])=[CH:20][N:19]=2)[C:3]1=[O:35].[C:36]([C:40]1[CH:41]=[C:42]2[C:47](=[C:48]([F:50])[CH:49]=1)[C:46](=[O:51])[N:45]([C:52]1[N:59]=[CH:58][CH:57]=[C:56](Cl)[C:53]=1[CH:54]=[O:55])[N:44]=[CH:43]2)([CH3:39])([CH3:38])[CH3:37].CC([O-])=O.[Na+].[O-]P([O-])([O-])=O.[K+].[K+].[K+], predict the reaction product. The product is: [C:36]([C:40]1[CH:41]=[C:42]2[C:47](=[C:48]([F:50])[CH:49]=1)[C:46](=[O:51])[N:45]([C:52]1[N:59]=[CH:58][CH:57]=[C:56]([C:6]3[CH:5]=[C:4]([NH:17][C:18]4[CH:23]=[CH:22][C:21]([N:24]5[CH2:29][CH2:28][N:27]([CH:30]6[CH2:33][O:32][CH2:31]6)[CH2:26][C@H:25]5[CH3:34])=[CH:20][N:19]=4)[C:3](=[O:35])[N:2]([CH3:1])[CH:7]=3)[C:53]=1[CH:54]=[O:55])[N:44]=[CH:43]2)([CH3:39])([CH3:37])[CH3:38]. (4) Given the reactants [NH2:1][N:2]1[CH2:7][CH2:6][O:5][CH:4]([C:8]2[CH:13]=[CH:12][CH:11]=[CH:10][CH:9]=2)[C:3]1=O.[N:15]#[C:16][NH2:17].O.C1(C)C=CC(S(O)(=O)=O)=CC=1.C(N(CC)CC)C, predict the reaction product. The product is: [C:8]1([CH:4]2[C:3]3=[N:15][C:16]([NH2:17])=[N:1][N:2]3[CH2:7][CH2:6][O:5]2)[CH:13]=[CH:12][CH:11]=[CH:10][CH:9]=1. (5) Given the reactants [OH-].[Na+].[Cl:3][C:4]1[CH:26]=[C:25]([C:27]([NH:29][CH2:30][C:31]2[CH:36]=[CH:35][CH:34]=[C:33]([O:37]C(C3C=CSC=3)=O)[CH:32]=2)=[O:28])[CH:24]=[C:23]([Cl:45])[C:5]=1[C:6]([NH:8][C@H:9]([C:19]([O:21]C)=[O:20])[CH2:10][NH:11][C:12]([C:14]1[CH:18]=[CH:17][S:16][CH:15]=1)=[O:13])=[O:7].ClC1C=C(C(NCC2C=CC=C(O)C=2)=O)C=C(Cl)C=1C(N[C@H](C(OC)=O)CNC(C1C=CSC=1)=O)=O, predict the reaction product. The product is: [Cl:3][C:4]1[CH:26]=[C:25]([C:27]([NH:29][CH2:30][C:31]2[CH:36]=[CH:35][CH:34]=[C:33]([OH:37])[CH:32]=2)=[O:28])[CH:24]=[C:23]([Cl:45])[C:5]=1[C:6]([NH:8][C@H:9]([C:19]([OH:21])=[O:20])[CH2:10][NH:11][C:12]([C:14]1[CH:18]=[CH:17][S:16][CH:15]=1)=[O:13])=[O:7]. (6) The product is: [NH2:13][C:11]1[CH:12]=[C:7]2[CH:6]=[C:5]([C:3]([O:2][CH3:1])=[O:4])[S:17][C:8]2=[N:9][CH:10]=1. Given the reactants [CH3:1][O:2][C:3]([C:5]1[S:17][C:8]2=[N+:9]([O-])[CH:10]=[C:11]([N+:13]([O-])=O)[CH:12]=[C:7]2[CH:6]=1)=[O:4], predict the reaction product. (7) Given the reactants [C:1]1([CH:7]2[CH2:12][NH:11][C:10]3[CH:13]=[CH:14][CH:15]=[CH:16][C:9]=3[S:8]2)[CH:6]=[CH:5][CH:4]=[CH:3][CH:2]=1.C[O:18]C(=O)C(Br)C1C=CC=CC=1.NC1C=CC=CC=1S, predict the reaction product. The product is: [C:1]1([CH:7]2[C:12](=[O:18])[NH:11][C:10]3[CH:13]=[CH:14][CH:15]=[CH:16][C:9]=3[S:8]2)[CH:2]=[CH:3][CH:4]=[CH:5][CH:6]=1. (8) Given the reactants [CH:1]([N:4]1[C:12]2[CH:11]=[C:10]([NH:13][C:14]3[CH:19]=[CH:18][N:17]=[C:16]([C:20]4[CH:21]=[N:22][N:23]([CH2:25][CH:26]5[CH2:30][CH2:29][N:28](C(OC(C)(C)C)=O)[CH2:27]5)[CH:24]=4)[N:15]=3)[N:9]=[CH:8][C:7]=2[N:6]=[C:5]1[CH3:38])([CH3:3])[CH3:2].ClCCl.CO.Cl, predict the reaction product. The product is: [CH:1]([N:4]1[C:12]2[CH:11]=[C:10]([NH:13][C:14]3[CH:19]=[CH:18][N:17]=[C:16]([C:20]4[CH:21]=[N:22][N:23]([CH2:25][CH:26]5[CH2:30][CH2:29][NH:28][CH2:27]5)[CH:24]=4)[N:15]=3)[N:9]=[CH:8][C:7]=2[N:6]=[C:5]1[CH3:38])([CH3:3])[CH3:2].